The task is: Predict which catalyst facilitates the given reaction.. This data is from Catalyst prediction with 721,799 reactions and 888 catalyst types from USPTO. (1) Reactant: [Cl:1][C:2]1[CH:7]=[C:6]([C:8]([F:11])([F:10])[F:9])[CH:5]=[CH:4][N:3]=1.OO.C([O-])([O-])=[O:15].[Na+].[Na+]. Product: [Cl:1][C:2]1[CH:7]=[C:6]([C:8]([F:9])([F:10])[F:11])[CH:5]=[CH:4][N+:3]=1[O-:15]. The catalyst class is: 55. (2) Reactant: [CH2:1]([O:8][CH2:9][CH2:10][O:11][CH2:12][CH2:13][O:14][CH2:15][CH2:16][O:17][CH2:18][CH2:19][O:20][CH2:21][CH2:22]O)[C:2]1[CH:7]=[CH:6][CH:5]=[CH:4][CH:3]=1.C(Br)(Br)(Br)[Br:25].C1(P(C2C=CC=CC=2)C2C=CC=CC=2)C=CC=CC=1. Product: [Br:25][CH2:22][CH2:21][O:20][CH2:19][CH2:18][O:17][CH2:16][CH2:15][O:14][CH2:13][CH2:12][O:11][CH2:10][CH2:9][O:8][CH2:1][C:2]1[CH:7]=[CH:6][CH:5]=[CH:4][CH:3]=1. The catalyst class is: 2. (3) Reactant: [NH2:1][C:2]1[CH:7]=[CH:6][C:5]([C:8]2[C:16]3[C:11](=[N:12][CH:13]=[N:14][C:15]=3[NH2:17])[N:10]([C@H:18]3[CH2:23][CH2:22][C@H:21]([N:24]4[CH2:29][CH2:28][N:27]([CH3:30])[CH2:26][CH2:25]4)[CH2:20][CH2:19]3)[N:9]=2)=[CH:4][C:3]=1[O:31][CH3:32].[CH3:33][N:34]([CH3:44])[C:35]1[CH:43]=[CH:42][C:38]([C:39](Cl)=[O:40])=[CH:37][CH:36]=1.C(O)(=O)/C=C\C(O)=O. Product: [NH2:17][C:15]1[N:14]=[CH:13][N:12]=[C:11]2[N:10]([C@H:18]3[CH2:23][CH2:22][C@H:21]([N:24]4[CH2:25][CH2:26][N:27]([CH3:30])[CH2:28][CH2:29]4)[CH2:20][CH2:19]3)[N:9]=[C:8]([C:5]3[CH:6]=[CH:7][C:2]([NH:1][C:39](=[O:40])[C:38]4[CH:37]=[CH:36][C:35]([N:34]([CH3:33])[CH3:44])=[CH:43][CH:42]=4)=[C:3]([O:31][CH3:32])[CH:4]=3)[C:16]=12. The catalyst class is: 436. (4) Reactant: [F:1][C:2]1[C:3]([OH:28])=[C:4]([NH:19][N:20]=[C:21]([CH3:27])[C:22]([O:24][CH2:25][CH3:26])=[O:23])[CH:5]=[CH:6][C:7]=1[O:8][C:9]1[CH:10]=[N:11][C:12]([S:15]([CH3:18])(=[O:17])=[O:16])=[CH:13][CH:14]=1.[CH3:29][S:30](Cl)(=[O:32])=[O:31]. Product: [F:1][C:2]1[C:3]([O:28][S:30]([CH3:29])(=[O:32])=[O:31])=[C:4]([NH:19][N:20]=[C:21]([CH3:27])[C:22]([O:24][CH2:25][CH3:26])=[O:23])[CH:5]=[CH:6][C:7]=1[O:8][C:9]1[CH:10]=[N:11][C:12]([S:15]([CH3:18])(=[O:16])=[O:17])=[CH:13][CH:14]=1. The catalyst class is: 17. (5) Reactant: Br[C:2]1[N:7]=[C:6]([NH:8][C:9]2[CH:14]=[C:13]([C:15]3[N:16]=[N:17][N:18]([CH2:20][C:21]4[CH:26]=[CH:25][C:24]([O:27][CH3:28])=[CH:23][CH:22]=4)[CH:19]=3)[CH:12]=[CH:11][N:10]=2)[CH:5]=[C:4]([CH3:29])[CH:3]=1.[OH:30][C@:31]1([C:45]2[S:46][CH:47]=[CH:48][N:49]=2)[CH2:40][CH2:39][CH2:38][C:37]2[CH:36]=[C:35]([C:41]([O:43][CH3:44])=[O:42])[CH:34]=[CH:33][C:32]1=2.C(P(C12CC3CC(CC(C3)C1)C2)C12CC3CC(CC(C3)C1)C2)CCC.[F-].[Cs+].C(O)(=O)C(C)(C)C. Product: [OH:30][C@:31]1([C:45]2[S:46][C:47]([C:2]3[CH:3]=[C:4]([CH3:29])[CH:5]=[C:6]([NH:8][C:9]4[CH:14]=[C:13]([C:15]5[N:16]=[N:17][N:18]([CH2:20][C:21]6[CH:26]=[CH:25][C:24]([O:27][CH3:28])=[CH:23][CH:22]=6)[CH:19]=5)[CH:12]=[CH:11][N:10]=4)[N:7]=3)=[CH:48][N:49]=2)[CH2:40][CH2:39][CH2:38][C:37]2[CH:36]=[C:35]([C:41]([O:43][CH3:44])=[O:42])[CH:34]=[CH:33][C:32]1=2. The catalyst class is: 318. (6) Reactant: [C:1]([CH2:4][CH2:5][C:6]1[C:7]([CH3:13])=[C:8]([CH:11]=O)[NH:9][CH:10]=1)([OH:3])=[O:2].[CH3:14][O:15][C:16]([C:18]1[CH:19]=[C:20]2[C:24](=[CH:25][CH:26]=1)[NH:23][C:22](=[O:27])[CH2:21]2)=[O:17].N1CCCCC1. Product: [CH3:14][O:15][C:16]([C:18]1[CH:19]=[C:20]2[C:24](=[CH:25][CH:26]=1)[NH:23][C:22](=[O:27])[C:21]2=[CH:11][C:8]1[NH:9][CH:10]=[C:6]([CH2:5][CH2:4][C:1]([OH:3])=[O:2])[C:7]=1[CH3:13])=[O:17]. The catalyst class is: 8. (7) Reactant: [CH3:1][C:2]1[S:3][CH:4]=[C:5]([CH3:24])[C:6]=1[C:7]1[C:8]([C:15]2[CH:20]=[CH:19][C:18]([O:21]C)=[CH:17][C:16]=2[F:23])=[N:9][N:10]([CH3:14])[C:11]=1[C:12]#[N:13].B(F)(F)F. Product: [CH3:1][C:2]1[S:3][CH:4]=[C:5]([CH3:24])[C:6]=1[C:7]1[C:8]([C:15]2[CH:20]=[CH:19][C:18]([OH:21])=[CH:17][C:16]=2[F:23])=[N:9][N:10]([CH3:14])[C:11]=1[C:12]#[N:13]. The catalyst class is: 2. (8) Reactant: [NH2:1][C:2]1[N:11]=[CH:10][C:9]2[C:8](SC)=[N:7][CH:6]=[N:5][C:4]=2[CH:3]=1.[CH3:14][O:15][C:16]1[CH:17]=[C:18]([CH:21]=[CH:22][CH:23]=1)[CH2:19][NH2:20]. Product: [NH2:1][C:2]1[N:11]=[CH:10][C:9]2[C:8]([NH:20][CH2:19][C:18]3[CH:21]=[CH:22][CH:23]=[C:16]([O:15][CH3:14])[CH:17]=3)=[N:7][CH:6]=[N:5][C:4]=2[CH:3]=1. The catalyst class is: 32. (9) Reactant: [CH3:1][C:2]1[CH2:7][CH2:6][CH2:5][C:4]([CH3:9])([CH3:8])[C:3]=1/[CH:10]=[CH:11]/[C:12](/[CH3:22])=[CH:13]/[CH:14]=[CH:15]/[C:16](/[CH3:21])=[CH:17]/[C:18](O)=[O:19].P(Cl)(Cl)[Cl:24]. Product: [CH3:1][C:2]1[CH2:7][CH2:6][CH2:5][C:4]([CH3:9])([CH3:8])[C:3]=1/[CH:10]=[CH:11]/[C:12](/[CH3:22])=[CH:13]/[CH:14]=[CH:15]/[C:16](/[CH3:21])=[CH:17]/[C:18]([Cl:24])=[O:19]. The catalyst class is: 11. (10) Product: [Br:1][C:2]1[CH:11]=[C:10]2[C:5]([N:6]=[CH:7][C:8]([N:12]3[CH2:13][CH2:14][N:15]([S:26]([C:21]4[CH:22]=[CH:23][CH:24]=[CH:25][C:20]=4[O:19][CH3:18])(=[O:28])=[O:27])[CH2:16][CH2:17]3)=[N:9]2)=[CH:4][CH:3]=1. The catalyst class is: 17. Reactant: [Br:1][C:2]1[CH:11]=[C:10]2[C:5]([N:6]=[CH:7][C:8]([N:12]3[CH2:17][CH2:16][NH:15][CH2:14][CH2:13]3)=[N:9]2)=[CH:4][CH:3]=1.[CH3:18][O:19][C:20]1[CH:25]=[CH:24][CH:23]=[CH:22][C:21]=1[S:26](Cl)(=[O:28])=[O:27].